From a dataset of Catalyst prediction with 721,799 reactions and 888 catalyst types from USPTO. Predict which catalyst facilitates the given reaction. Reactant: [CH:1]1[CH:6]=[C:5]2[C:7]([Br:10])=[CH:8][S:9][C:4]2=[CH:3][CH:2]=1.[Cl-].[Al+3].[Cl-].[Cl-].[C:15](Cl)(=[O:17])[CH3:16]. Product: [Br:10][C:7]1[C:5]2[CH:6]=[CH:1][CH:2]=[CH:3][C:4]=2[S:9][C:8]=1[C:15](=[O:17])[CH3:16]. The catalyst class is: 2.